From a dataset of Catalyst prediction with 721,799 reactions and 888 catalyst types from USPTO. Predict which catalyst facilitates the given reaction. (1) Reactant: [NH2:1][C@@H:2]([CH2:18][C:19]1[CH:24]=[C:23]([F:25])[CH:22]=[C:21]([F:26])[CH:20]=1)[C@H:3]([OH:17])[CH2:4][NH:5][C@@H:6]1[C:15]2[C:10](=[CH:11][CH:12]=[C:13]([I:16])[CH:14]=2)[O:9][CH2:8][CH2:7]1.CC[C:29](O)=[O:30].C(Cl)CCl.C1C=C[C:39]2N(O)N=N[C:40]=2[CH:41]=1.CN(C=[O:50])C.C(Cl)Cl. Product: [F:25][C:23]1[CH:24]=[C:19]([CH:20]=[C:21]([F:26])[CH:22]=1)[CH2:18][C@H:2]([NH:1][C:29](=[O:30])[C:40]([OH:50])([CH3:39])[CH3:41])[C@H:3]([OH:17])[CH2:4][NH:5][C@@H:6]1[C:15]2[C:10](=[CH:11][CH:12]=[C:13]([I:16])[CH:14]=2)[O:9][CH2:8][CH2:7]1. The catalyst class is: 424. (2) Reactant: [N:1]([C:4]1[CH:12]=[CH:11][C:7]([C:8]([OH:10])=[O:9])=[CH:6][CH:5]=1)=[C:2]=[S:3].C(N(C(C)C)CC)(C)C.Cl.[NH:23]([CH2:25][C:26](OCC)=[O:27])[NH2:24]. Product: [NH2:24][N:23]1[CH2:25][C:26](=[O:27])[N:1]([C:4]2[CH:12]=[CH:11][C:7]([C:8]([OH:10])=[O:9])=[CH:6][CH:5]=2)[C:2]1=[S:3]. The catalyst class is: 4. (3) Reactant: [CH3:1][C:2]1[CH:8]=[C:7]([N+:9]([O-:11])=[O:10])[CH:6]=[CH:5][C:3]=1N.O.C1(C)C=CC(S(O)(=O)=O)=CC=1.N([O-])=O.[Na+].[I-:28].[K+]. Product: [I:28][C:3]1[CH:5]=[CH:6][C:7]([N+:9]([O-:11])=[O:10])=[CH:8][C:2]=1[CH3:1]. The catalyst class is: 744. (4) Reactant: [Cl-].[Li+].[Br-].[I:4][C:5]1[CH:12]=[CH:11][CH:10]=[CH:9][C:6]=1[CH2:7][Zn+].Cl[Si](C)(C)C.[CH3:18][C:19]([CH:21]=[CH2:22])=[O:20].S([O-])([O-])(=O)=O.[Na+].[Na+].[Cl-].[NH4+]. Product: [I:4][C:5]1[CH:12]=[CH:11][CH:10]=[CH:9][C:6]=1[CH2:7][CH2:22][CH2:21][C:19](=[O:20])[CH3:18]. The catalyst class is: 7.